This data is from Catalyst prediction with 721,799 reactions and 888 catalyst types from USPTO. The task is: Predict which catalyst facilitates the given reaction. Product: [CH3:1][O:2][C:3]([C:5]1[CH:9]=[CH:8][N:7]([CH:11]2[CH2:16][CH2:15][CH2:14][CH2:13][O:12]2)[N:6]=1)=[O:4]. Reactant: [CH3:1][O:2][C:3]([C:5]1[C:9](N)=[CH:8][N:7]([CH:11]2[CH2:16][CH2:15][CH2:14][CH2:13][O:12]2)[N:6]=1)=[O:4].C(Cl)CCl.C1C=CC2N(O)N=NC=2C=1.FC1C=CC=C(F)C=1C(O)=O. The catalyst class is: 4.